Dataset: Catalyst prediction with 721,799 reactions and 888 catalyst types from USPTO. Task: Predict which catalyst facilitates the given reaction. (1) Reactant: [CH2:1]([O:5][C:6]1[C:11]([CH2:12][CH:13]=[CH2:14])=[CH:10][CH:9]=[CH:8][C:7]=1[N+:15]([O-])=O)[C:2]#[C:3][CH3:4]. Product: [CH2:1]([O:5][C:6]1[C:11]([CH2:12][CH:13]=[CH2:14])=[CH:10][CH:9]=[CH:8][C:7]=1[NH2:15])[C:2]#[C:3][CH3:4]. The catalyst class is: 180. (2) Reactant: CC1C=CC(S(O[CH2:12][CH2:13][CH2:14][C:15]([F:18])([F:17])[F:16])(=O)=O)=CC=1.O.[NH2:20][NH2:21].[CH3:22][C:23]([CH3:30])([CH3:29])[C:24](=O)[CH2:25][C:26]#[N:27]. Product: [C:23]([C:24]1[CH:25]=[C:26]([NH2:27])[N:21]([CH2:12][CH2:13][CH2:14][C:15]([F:16])([F:17])[F:18])[N:20]=1)([CH3:30])([CH3:29])[CH3:22]. The catalyst class is: 14. (3) The catalyst class is: 279. Reactant: [CH2:1]([O:8][C:9](=[O:23])[NH:10][C:11]1[CH:16]=[CH:15][C:14]([C@H:17]2[CH2:21][CH2:20][C:19](=O)[CH2:18]2)=[CH:13][CH:12]=1)[C:2]1[CH:7]=[CH:6][CH:5]=[CH:4][CH:3]=1.[CH3:24][CH:25]1[CH2:29][CH2:28][CH2:27][NH:26]1.C(O)(=O)C.[BH-](OC(C)=O)(OC(C)=O)OC(C)=O.[Na+]. Product: [CH2:1]([O:8][C:9](=[O:23])[NH:10][C:11]1[CH:16]=[CH:15][C:14]([C@H:17]2[CH2:21][CH2:20][CH:19]([N:26]3[CH2:27][CH2:28][CH2:29][CH:25]3[CH3:24])[CH2:18]2)=[CH:13][CH:12]=1)[C:2]1[CH:7]=[CH:6][CH:5]=[CH:4][CH:3]=1. (4) Reactant: C(N(CC)CC)C.[C:8]([O:12][C:13]([N:15]1[CH2:20][CH2:19][C@@H:18]([O:21][CH3:22])[C@H:17]([NH2:23])[CH2:16]1)=[O:14])([CH3:11])([CH3:10])[CH3:9].[CH3:24][S:25](Cl)(=[O:27])=[O:26]. Product: [C:8]([O:12][C:13]([N:15]1[CH2:20][CH2:19][C@@H:18]([O:21][CH3:22])[C@H:17]([NH:23][S:25]([CH3:24])(=[O:27])=[O:26])[CH2:16]1)=[O:14])([CH3:11])([CH3:10])[CH3:9]. The catalyst class is: 503.